From a dataset of NCI-60 drug combinations with 297,098 pairs across 59 cell lines. Regression. Given two drug SMILES strings and cell line genomic features, predict the synergy score measuring deviation from expected non-interaction effect. (1) Drug 1: C1C(C(OC1N2C=C(C(=O)NC2=O)F)CO)O. Drug 2: CS(=O)(=O)OCCCCOS(=O)(=O)C. Cell line: MDA-MB-435. Synergy scores: CSS=2.20, Synergy_ZIP=-2.14, Synergy_Bliss=0.155, Synergy_Loewe=-2.49, Synergy_HSA=-1.03. (2) Drug 1: CC1=CC2C(CCC3(C2CCC3(C(=O)C)OC(=O)C)C)C4(C1=CC(=O)CC4)C. Drug 2: CCCCC(=O)OCC(=O)C1(CC(C2=C(C1)C(=C3C(=C2O)C(=O)C4=C(C3=O)C=CC=C4OC)O)OC5CC(C(C(O5)C)O)NC(=O)C(F)(F)F)O. Cell line: DU-145. Synergy scores: CSS=-0.651, Synergy_ZIP=0.681, Synergy_Bliss=0.648, Synergy_Loewe=-4.12, Synergy_HSA=-4.12. (3) Cell line: UO-31. Drug 1: CC12CCC(CC1=CCC3C2CCC4(C3CC=C4C5=CN=CC=C5)C)O. Synergy scores: CSS=14.6, Synergy_ZIP=2.10, Synergy_Bliss=9.33, Synergy_Loewe=8.38, Synergy_HSA=8.22. Drug 2: CC1C(C(=O)NC(C(=O)N2CCCC2C(=O)N(CC(=O)N(C(C(=O)O1)C(C)C)C)C)C(C)C)NC(=O)C3=C4C(=C(C=C3)C)OC5=C(C(=O)C(=C(C5=N4)C(=O)NC6C(OC(=O)C(N(C(=O)CN(C(=O)C7CCCN7C(=O)C(NC6=O)C(C)C)C)C)C(C)C)C)N)C. (4) Drug 1: COC1=NC(=NC2=C1N=CN2C3C(C(C(O3)CO)O)O)N. Drug 2: CCN(CC)CCNC(=O)C1=C(NC(=C1C)C=C2C3=C(C=CC(=C3)F)NC2=O)C. Cell line: K-562. Synergy scores: CSS=-11.1, Synergy_ZIP=5.25, Synergy_Bliss=-4.02, Synergy_Loewe=-22.5, Synergy_HSA=-18.6. (5) Drug 1: CN1C(=O)N2C=NC(=C2N=N1)C(=O)N. Drug 2: CCCCCOC(=O)NC1=NC(=O)N(C=C1F)C2C(C(C(O2)C)O)O. Cell line: HCT-15. Synergy scores: CSS=-2.98, Synergy_ZIP=2.09, Synergy_Bliss=0.0274, Synergy_Loewe=-2.77, Synergy_HSA=-3.22. (6) Cell line: SF-268. Drug 1: C1CN1P(=S)(N2CC2)N3CC3. Synergy scores: CSS=29.7, Synergy_ZIP=-5.76, Synergy_Bliss=-1.07, Synergy_Loewe=-9.87, Synergy_HSA=1.40. Drug 2: CC1C(C(CC(O1)OC2CC(CC3=C2C(=C4C(=C3O)C(=O)C5=C(C4=O)C(=CC=C5)OC)O)(C(=O)CO)O)N)O.Cl. (7) Drug 1: CNC(=O)C1=CC=CC=C1SC2=CC3=C(C=C2)C(=NN3)C=CC4=CC=CC=N4. Drug 2: C#CCC(CC1=CN=C2C(=N1)C(=NC(=N2)N)N)C3=CC=C(C=C3)C(=O)NC(CCC(=O)O)C(=O)O. Cell line: SF-539. Synergy scores: CSS=11.0, Synergy_ZIP=-5.06, Synergy_Bliss=-7.43, Synergy_Loewe=-29.2, Synergy_HSA=-4.08. (8) Drug 2: CC(C)(C#N)C1=CC(=CC(=C1)CN2C=NC=N2)C(C)(C)C#N. Cell line: SNB-19. Drug 1: CC1=C(N=C(N=C1N)C(CC(=O)N)NCC(C(=O)N)N)C(=O)NC(C(C2=CN=CN2)OC3C(C(C(C(O3)CO)O)O)OC4C(C(C(C(O4)CO)O)OC(=O)N)O)C(=O)NC(C)C(C(C)C(=O)NC(C(C)O)C(=O)NCCC5=NC(=CS5)C6=NC(=CS6)C(=O)NCCC[S+](C)C)O. Synergy scores: CSS=14.6, Synergy_ZIP=-6.84, Synergy_Bliss=-4.29, Synergy_Loewe=-1.10, Synergy_HSA=-1.01. (9) Synergy scores: CSS=50.1, Synergy_ZIP=7.87, Synergy_Bliss=4.75, Synergy_Loewe=-36.8, Synergy_HSA=3.85. Drug 1: CCCCC(=O)OCC(=O)C1(CC(C2=C(C1)C(=C3C(=C2O)C(=O)C4=C(C3=O)C=CC=C4OC)O)OC5CC(C(C(O5)C)O)NC(=O)C(F)(F)F)O. Cell line: NCI-H460. Drug 2: C(CN)CNCCSP(=O)(O)O. (10) Drug 1: CCC1(CC2CC(C3=C(CCN(C2)C1)C4=CC=CC=C4N3)(C5=C(C=C6C(=C5)C78CCN9C7C(C=CC9)(C(C(C8N6C)(C(=O)OC)O)OC(=O)C)CC)OC)C(=O)OC)O.OS(=O)(=O)O. Drug 2: CC=C1C(=O)NC(C(=O)OC2CC(=O)NC(C(=O)NC(CSSCCC=C2)C(=O)N1)C(C)C)C(C)C. Cell line: HCC-2998. Synergy scores: CSS=54.7, Synergy_ZIP=3.92, Synergy_Bliss=8.37, Synergy_Loewe=-20.1, Synergy_HSA=1.10.